From a dataset of Full USPTO retrosynthesis dataset with 1.9M reactions from patents (1976-2016). Predict the reactants needed to synthesize the given product. (1) Given the product [CH3:32][C:33]1[CH:34]=[CH:35][C:36]([NH:39][C:6]([C:8]2[CH:20]=[C:19]([O:21][C:22]3[CH:23]=[CH:24][C:25]([S:28]([CH3:31])(=[O:30])=[O:29])=[CH:26][CH:27]=3)[C:11]3[CH2:12][C:13]([CH2:16][O:17][CH3:18])([CH3:15])[O:14][C:10]=3[CH:9]=2)=[O:5])=[N:37][CH:38]=1, predict the reactants needed to synthesize it. The reactants are: C([O:5][C:6]([C:8]1[CH:20]=[C:19]([O:21][C:22]2[CH:27]=[CH:26][C:25]([S:28]([CH3:31])(=[O:30])=[O:29])=[CH:24][CH:23]=2)[C:11]2[CH2:12][C:13]([CH2:16][O:17][CH3:18])([CH3:15])[O:14][C:10]=2[CH:9]=1)=O)(C)(C)C.[CH3:32][C:33]1[CH:34]=[CH:35][C:36]([NH2:39])=[N:37][CH:38]=1.C(O)(C(F)(F)F)=O. (2) Given the product [CH3:7][N:8]([C:10]1[CH:11]=[CH:15][CH:16]=[CH:17][C:1]=1[C:2]([Cl:4])=[O:3])[CH3:9], predict the reactants needed to synthesize it. The reactants are: [C:1](Cl)(=O)[C:2]([Cl:4])=[O:3].[CH3:7][N:8]([C:10]1C=[CH:17][CH:16]=[CH:15][C:11]=1C(O)=O)[CH3:9].